From a dataset of Full USPTO retrosynthesis dataset with 1.9M reactions from patents (1976-2016). Predict the reactants needed to synthesize the given product. (1) Given the product [CH3:4][Si:1]([CH3:5])([C:18]#[C:17][CH3:21])[C:6]#[C:7][CH3:8], predict the reactants needed to synthesize it. The reactants are: [Si:1]([CH3:5])([CH3:4])(Cl)Cl.[C:6]([Li])#[C:7][CH3:8].CCOCC.[NH4+].[Cl-].[CH2:17]1[CH2:21]OC[CH2:18]1. (2) The reactants are: [O-]CC.[Na+].[C:5]([O:12][CH2:13][CH3:14])(=[O:11])[C:6](OCC)=O.[CH3:15][N:16]([CH3:26])[C:17]1[CH:22]=[CH:21][C:20]([C:23](=O)[CH3:24])=[CH:19][CH:18]=1.Cl.[NH:28]([C:30]1[CH:31]=[CH:32][C:33]([O:36][CH3:37])=[N:34][CH:35]=1)[NH2:29]. Given the product [CH3:15][N:16]([CH3:26])[C:17]1[CH:22]=[CH:21][C:20]([C:23]2[N:28]([C:30]3[CH:35]=[N:34][C:33]([O:36][CH3:37])=[CH:32][CH:31]=3)[N:29]=[C:6]([C:5]([O:12][CH2:13][CH3:14])=[O:11])[CH:24]=2)=[CH:19][CH:18]=1, predict the reactants needed to synthesize it. (3) Given the product [Cl:1][C:2]1[CH:7]=[C:6]([F:8])[CH:5]=[CH:4][C:3]=1[C:21]1([OH:24])[CH2:22][CH2:23][C:18]2([O:25][CH2:15][CH2:16][O:17]2)[CH2:19][CH2:20]1, predict the reactants needed to synthesize it. The reactants are: [Cl:1][C:2]1[CH:7]=[C:6]([F:8])[CH:5]=[CH:4][C:3]=1I.C([Mg]Cl)(C)C.[CH2:15]1[O:25][C:18]2([CH2:23][CH2:22][C:21](=[O:24])[CH2:20][CH2:19]2)[O:17][CH2:16]1.O. (4) Given the product [C:21]([O:25][C:26]([C:27]1[C:28]([O:32][CH2:33][C:34]2[CH:39]=[CH:38][CH:37]=[CH:36][CH:35]=2)=[C:29]([OH:30])[N:19]=[C:17]([CH2:16][C:11]2([C:1]3[C:10]4[C:5](=[CH:6][CH:7]=[CH:8][CH:9]=4)[CH:4]=[CH:3][CH:2]=3)[CH2:15][CH2:14][CH2:13][CH2:12]2)[N:18]=1)=[O:41])([CH3:24])([CH3:22])[CH3:23], predict the reactants needed to synthesize it. The reactants are: [C:1]1([C:11]2([CH2:16][C:17]([NH2:19])=[NH:18])[CH2:15][CH2:14][CH2:13][CH2:12]2)[C:10]2[C:5](=[CH:6][CH:7]=[CH:8][CH:9]=2)[CH:4]=[CH:3][CH:2]=1.Cl.[C:21]([O:25][C:26](=[O:41])/[C:27](/O)=[C:28](\[O:32][CH2:33][C:34]1[CH:39]=[CH:38][CH:37]=[CH:36][CH:35]=1)/[C:29](O)=[O:30])([CH3:24])([CH3:23])[CH3:22].C[O-].[Na+].